This data is from Full USPTO retrosynthesis dataset with 1.9M reactions from patents (1976-2016). The task is: Predict the reactants needed to synthesize the given product. (1) Given the product [N+:1]([C:4]1[CH:5]=[C:6]2[C:10](=[CH:11][CH:12]=1)[NH:9][CH:8]=[C:7]2[CH:13]=[C:23]([S:20]([C:16]1[S:15][CH:19]=[CH:18][CH:17]=1)(=[O:22])=[O:21])[C:24]#[N:25])([O-:3])=[O:2], predict the reactants needed to synthesize it. The reactants are: [N+:1]([C:4]1[CH:5]=[C:6]2[C:10](=[CH:11][CH:12]=1)[NH:9][CH:8]=[C:7]2[CH:13]=O)([O-:3])=[O:2].[S:15]1[CH:19]=[CH:18][CH:17]=[C:16]1[S:20]([CH2:23][C:24]#[N:25])(=[O:22])=[O:21]. (2) Given the product [OH:1][CH:2]([C:14]1[CH:23]=[C:22]([C:24]2[CH:29]=[CH:28][C:27]([CH3:30])=[CH:26][CH:25]=2)[C:21]2[C:20]([CH3:32])([CH3:31])[CH2:19][CH2:18][C:17]([CH3:34])([CH3:33])[C:16]=2[CH:15]=1)/[CH:3]=[CH:4]/[C:5]1[CH:6]=[CH:7][C:8]([C:9]([OH:11])=[O:10])=[CH:12][CH:13]=1, predict the reactants needed to synthesize it. The reactants are: [O:1]=[C:2]([C:14]1[CH:23]=[C:22]([C:24]2[CH:29]=[CH:28][C:27]([CH3:30])=[CH:26][CH:25]=2)[C:21]2[C:20]([CH3:32])([CH3:31])[CH2:19][CH2:18][C:17]([CH3:34])([CH3:33])[C:16]=2[CH:15]=1)/[CH:3]=[CH:4]/[C:5]1[CH:13]=[CH:12][C:8]([C:9]([OH:11])=[O:10])=[CH:7][CH:6]=1.O.O.O.O.O.O.O.[Cl-].[Ce+3].[Cl-].[Cl-].[BH4-].[Na+].